From a dataset of Forward reaction prediction with 1.9M reactions from USPTO patents (1976-2016). Predict the product of the given reaction. (1) Given the reactants Br[C:2]1[CH:3]=[C:4]2[C:14](=[CH:15][CH:16]=1)[C@:7]1([O:11][C:10](=[O:12])[NH:9][C:8]1=[O:13])[CH2:6][CH2:5]2.[CH2:17]([N:24]([C@H:29]([CH:31]1[CH2:33][CH2:32]1)[CH3:30])[C:25](=[O:28])[CH2:26]Br)[C:18]1[CH:23]=[CH:22][CH:21]=[CH:20][CH:19]=1.[Br:34]CC(N(CC1C=CC(F)=CC=1)[C@@H](C)C(F)(F)F)=O, predict the reaction product. The product is: [CH2:17]([N:24]([C@H:29]([CH:31]1[CH2:33][CH2:32]1)[CH3:30])[C:25](=[O:28])[CH2:26][N:9]1[C:8](=[O:13])[C@@:7]2([C:14]3[C:4](=[CH:3][CH:2]=[C:16]([Br:34])[CH:15]=3)[CH2:5][CH2:6]2)[O:11][C:10]1=[O:12])[C:18]1[CH:23]=[CH:22][CH:21]=[CH:20][CH:19]=1. (2) The product is: [Br:8][C:6]1[CH:7]=[C:2]([NH:11][C:12]2[N:17]=[CH:16][C:15]([N:18]3[CH2:23][CH2:22][N:21]([C:24]([O:26][C:27]([CH3:30])([CH3:29])[CH3:28])=[O:25])[C@@H:20]([CH3:31])[CH2:19]3)=[CH:14][CH:13]=2)[C:3](=[O:10])[N:4]([CH3:9])[CH:5]=1. Given the reactants Br[C:2]1[C:3](=[O:10])[N:4]([CH3:9])[CH:5]=[C:6]([Br:8])[CH:7]=1.[NH2:11][C:12]1[N:17]=[CH:16][C:15]([N:18]2[CH2:23][CH2:22][N:21]([C:24]([O:26][C:27]([CH3:30])([CH3:29])[CH3:28])=[O:25])[C@@H:20]([CH3:31])[CH2:19]2)=[CH:14][CH:13]=1, predict the reaction product. (3) Given the reactants [CH2:1]([NH:3][C:4]([C:6]1[C:14]2[C:9](=[N:10][CH:11]=[C:12](Br)[N:13]=2)[N:8](COCC[Si](C)(C)C)[CH:7]=1)=[O:5])[CH3:2].C(NC(C1C2C(=NC=C(Br)N=2)N(COCC[Si](C)(C)C)C=1)=O)(C)C.[CH:48]([C:51]1[CH:52]=[C:53]([OH:57])[CH:54]=[CH:55][CH:56]=1)([CH3:50])[CH3:49].C(C1C=C(O)C=CC=1)#N, predict the reaction product. The product is: [CH2:1]([NH:3][C:4]([C:6]1[C:14]2[C:9](=[N:10][CH:11]=[C:12]([O:57][C:53]3[CH:54]=[CH:55][CH:56]=[C:51]([CH:48]([CH3:50])[CH3:49])[CH:52]=3)[N:13]=2)[NH:8][CH:7]=1)=[O:5])[CH3:2]. (4) The product is: [F:55][C:17]([F:16])([F:54])[C:18]([N:20]([C@H:33]1[CH2:38][CH2:37][C@H:36]([CH:39]([NH:40][S:42]([C:45]2[CH:50]=[CH:49][CH:48]=[CH:47][C:46]=2[N+:51]([O-:53])=[O:52])(=[O:43])=[O:44])[CH2:41][N:10]2[C:11]3[C:6](=[N:5][CH:4]=[C:3]([O:2][CH3:1])[CH:12]=3)[CH:7]=[CH:8][C:9]2=[O:13])[CH2:35][CH2:34]1)[CH2:21][C:22]1[CH:23]=[CH:24][C:25]2[O:26][CH2:27][C:28](=[O:32])[NH:29][C:30]=2[N:31]=1)=[O:19]. Given the reactants [CH3:1][O:2][C:3]1[CH:12]=[C:11]2[C:6]([CH:7]=[CH:8][C:9](=[O:13])[NH:10]2)=[N:5][CH:4]=1.[H-].[Na+].[F:16][C:17]([F:55])([F:54])[C:18]([N:20]([C@H:33]1[CH2:38][CH2:37][C@H:36]([CH:39]2[CH2:41][N:40]2[S:42]([C:45]2[CH:50]=[CH:49][CH:48]=[CH:47][C:46]=2[N+:51]([O-:53])=[O:52])(=[O:44])=[O:43])[CH2:35][CH2:34]1)[CH2:21][C:22]1[CH:23]=[CH:24][C:25]2[O:26][CH2:27][C:28](=[O:32])[NH:29][C:30]=2[N:31]=1)=[O:19], predict the reaction product. (5) The product is: [OH:7][CH:4]1[CH2:5][CH2:6][N:1]([C:15]([O:17][C:18]([CH3:21])([CH3:20])[CH3:19])=[O:16])[CH2:2][CH2:3]1. Given the reactants [NH:1]1[CH2:6][CH2:5][CH:4]([OH:7])[CH2:3][CH2:2]1.C(N(CC)CC)C.[C:15](O[C:15]([O:17][C:18]([CH3:21])([CH3:20])[CH3:19])=[O:16])([O:17][C:18]([CH3:21])([CH3:20])[CH3:19])=[O:16], predict the reaction product. (6) The product is: [Br:2][C:6]1[CH:7]=[C:8]2[C:13](=[CH:14][CH:15]=1)[O:12][C:11]([C:16]1[CH:21]=[CH:20][C:19]([OH:22])=[CH:18][CH:17]=1)=[CH:10][C:9]2=[O:24]. Given the reactants B(Br)(Br)[Br:2].I[C:6]1[CH:7]=[C:8]2[C:13](=[CH:14][CH:15]=1)[O:12][C:11]([C:16]1[CH:21]=[CH:20][C:19]([O:22]C)=[CH:18][CH:17]=1)=[CH:10][C:9]2=[O:24], predict the reaction product. (7) Given the reactants [Si]([O:8][C:9]1[CH:14]=[CH:13][C:12]([C:15]2[C:24]3[C:19](=[CH:20][CH:21]=[CH:22][CH:23]=3)[C:18]([CH:25]=O)=[CH:17][CH:16]=2)=[CH:11][CH:10]=1)(C(C)(C)C)(C)C.Cl.[NH2:28][OH:29].N1C=CC=CC=1.CCCC[N+](CCCC)(CCCC)CCCC.[F-].C1COCC1, predict the reaction product. The product is: [OH:8][C:9]1[CH:14]=[CH:13][C:12]([C:15]2[C:24]3[C:19](=[CH:20][CH:21]=[CH:22][CH:23]=3)[C:18]([CH:25]=[N:28][OH:29])=[CH:17][CH:16]=2)=[CH:11][CH:10]=1. (8) Given the reactants [N:1]1([CH2:7][C:8]2[NH:9][C:10]([C:24]3[CH:29]=[CH:28][N:27]=[CH:26][CH:25]=3)=[C:11]([C:13]3[CH:14]=[C:15]4[C:19](=[CH:20][CH:21]=3)[C:18](=[N:22][OH:23])[CH2:17][CH2:16]4)[N:12]=2)[CH2:6][CH2:5]C[CH2:3][CH2:2]1.N1CC[O:33]CC1, predict the reaction product. The product is: [N:1]1([CH2:7][C:8]2[NH:9][C:10]([C:24]3[CH:29]=[CH:28][N:27]=[CH:26][CH:25]=3)=[C:11]([C:13]3[CH:14]=[C:15]4[C:19](=[CH:20][CH:21]=3)[C:18](=[N:22][OH:23])[CH2:17][CH2:16]4)[N:12]=2)[CH2:6][CH2:5][O:33][CH2:3][CH2:2]1. (9) Given the reactants [C:1]([OH:12])(=[O:11])[CH2:2][O:3][CH2:4][CH2:5][O:6][CH2:7][C:8]([OH:10])=[O:9].Cl.CN(C)CCCN=C=NCC.[O:25]1[C:29]2[CH:30]=[CH:31][C:32]([S:34]([N:37]([CH2:69][CH:70]([CH3:72])[CH3:71])[CH2:38][C@@H:39](O)[C@@H:40]([NH:56][C:57](=[O:67])[O:58][C@@H:59]3[C@H:66]4[C@H:62]([O:63][CH2:64][CH2:65]4)[O:61][CH2:60]3)[CH2:41][C:42]3[CH:47]=[CH:46][C:45]([O:48][CH2:49][C:50]4[N:51]=[C:52]([CH3:55])[S:53][CH:54]=4)=[CH:44][CH:43]=3)(=[O:36])=[O:35])=[CH:33][C:28]=2[O:27][CH2:26]1, predict the reaction product. The product is: [O:61]1[C@H:62]2[O:63][CH2:64][CH2:65][C@H:66]2[C@@H:59]([O:58][C:57]([NH:56][C@H:40]([C@@H:39]([CH2:38][N:37]([S:34]([C:32]2[CH:31]=[CH:30][C:29]3[O:25][CH2:26][O:27][C:28]=3[CH:33]=2)(=[O:35])=[O:36])[CH2:69][CH:70]([CH3:72])[CH3:71])[O:9][C:8](=[O:10])[CH2:7][O:6][CH2:5][CH2:4][O:3][CH2:2][C:1]([OH:12])=[O:11])[CH2:41][C:42]2[CH:43]=[CH:44][C:45]([O:48][CH2:49][C:50]3[N:51]=[C:52]([CH3:55])[S:53][CH:54]=3)=[CH:46][CH:47]=2)=[O:67])[CH2:60]1. (10) Given the reactants [CH2:1]([O:3][C:4](=[O:24])[CH2:5][O:6][C:7]1[CH:12]=[CH:11][C:10]([S:13][C:14]2[CH:19]=[CH:18][C:17]([CH:20]=[O:21])=[CH:16][C:15]=2[Cl:22])=[CH:9][C:8]=1[CH3:23])[CH3:2].[CH2:25](OC(=O)COC1C2CCCCC=2C(S)=CC=1)C.ClC1C=C(C=CC=1Cl)C=O, predict the reaction product. The product is: [CH2:1]([O:3][C:4](=[O:24])[CH2:5][O:6][C:7]1[CH:12]=[C:11]([CH3:25])[C:10]([S:13][C:14]2[CH:19]=[CH:18][C:17]([CH:20]=[O:21])=[CH:16][C:15]=2[Cl:22])=[CH:9][C:8]=1[CH3:23])[CH3:2].